From a dataset of Full USPTO retrosynthesis dataset with 1.9M reactions from patents (1976-2016). Predict the reactants needed to synthesize the given product. Given the product [F:53][C:50]([F:51])([F:52])[C:42]1[CH:41]=[C:40]([C@H:37]2[O:36][C:35](=[O:54])[N:34]([CH2:33][C:24]3[CH:25]=[C:26]([C:29]([F:31])([F:32])[F:30])[CH:27]=[CH:28][C:23]=3[C:16]3[CH:15]=[C:14]([CH:11]4[CH2:10][CH2:9][N:8]([C:6](=[O:7])[CH2:5][OH:4])[CH2:13][CH2:12]4)[C:19]([F:20])=[CH:18][C:17]=3[O:21][CH3:22])[C@H:38]2[CH3:39])[CH:45]=[C:44]([C:46]([F:49])([F:48])[F:47])[CH:43]=1, predict the reactants needed to synthesize it. The reactants are: C([O:4][CH2:5][C:6]([N:8]1[CH2:13][CH2:12][CH:11]([C:14]2[CH:15]=[C:16]([C:23]3[CH:28]=[CH:27][C:26]([C:29]([F:32])([F:31])[F:30])=[CH:25][C:24]=3[CH2:33][N:34]3[C@@H:38]([CH3:39])[C@@H:37]([C:40]4[CH:45]=[C:44]([C:46]([F:49])([F:48])[F:47])[CH:43]=[C:42]([C:50]([F:53])([F:52])[F:51])[CH:41]=4)[O:36][C:35]3=[O:54])[C:17]([O:21][CH3:22])=[CH:18][C:19]=2[F:20])[CH2:10][CH2:9]1)=[O:7])(=O)C.C[O-].[Na+].O.